This data is from Forward reaction prediction with 1.9M reactions from USPTO patents (1976-2016). The task is: Predict the product of the given reaction. (1) Given the reactants [C:9](O[C:9]([O:11][C:12]([CH3:15])([CH3:14])[CH3:13])=[O:10])([O:11][C:12]([CH3:15])([CH3:14])[CH3:13])=[O:10].[N+:16]([C:19]1[CH:24]=[CH:23][C:22]([C:25]2[NH:29][N:28]=[C:27]([NH2:30])[CH:26]=2)=[CH:21][CH:20]=1)([O-:18])=[O:17], predict the reaction product. The product is: [C:12]([O:11][C:9]([N:30]([C:9]([O:11][C:12]([CH3:13])([CH3:14])[CH3:15])=[O:10])[C:27]1[CH:26]=[C:25]([C:22]2[CH:21]=[CH:20][C:19]([N+:16]([O-:18])=[O:17])=[CH:24][CH:23]=2)[N:29]([C:9]([O:11][C:12]([CH3:15])([CH3:14])[CH3:13])=[O:10])[N:28]=1)=[O:10])([CH3:15])([CH3:14])[CH3:13]. (2) Given the reactants I[C:2]1[CH:11]=[CH:10][CH:9]=[CH:8][C:3]=1[C:4]([O:6][CH3:7])=[O:5].[CH3:12][CH:13]([OH:16])[C:14]#[CH:15], predict the reaction product. The product is: [OH:16][CH:13]([CH3:12])[C:14]#[C:15][C:2]1[CH:11]=[CH:10][CH:9]=[CH:8][C:3]=1[C:4]([O:6][CH3:7])=[O:5]. (3) The product is: [NH2:33][CH2:32][C:31]([NH:30][CH2:29][C:28]1[CH:27]=[C:26]([CH:44]=[CH:43][CH:42]=1)[CH2:25][N:21]1[C:22]([CH3:24])=[CH:23][C:18]([O:17][CH2:16][C:15]2[CH:47]=[CH:48][CH:49]=[CH:50][C:14]=2[CH2:13][NH:12][C:11]([NH:10][C:8]2[N:7]([C:52]3[CH:57]=[CH:56][C:55]([OH:58])=[C:54]([Cl:59])[CH:53]=3)[N:6]=[C:5]([C:1]([CH3:2])([CH3:3])[CH3:4])[CH:9]=2)=[O:51])=[C:19]([Cl:46])[C:20]1=[O:45])=[O:41]. Given the reactants [C:1]([C:5]1[CH:9]=[C:8]([NH:10][C:11](=[O:51])[NH:12][CH2:13][C:14]2[CH:50]=[CH:49][CH:48]=[CH:47][C:15]=2[CH2:16][O:17][C:18]2[CH:23]=[C:22]([CH3:24])[N:21]([CH2:25][C:26]3[CH:27]=[C:28]([CH:42]=[CH:43][CH:44]=3)[CH2:29][NH:30][C:31](=[O:41])[CH2:32][NH:33]C(=O)OC(C)(C)C)[C:20](=[O:45])[C:19]=2[Cl:46])[N:7]([C:52]2[CH:57]=[CH:56][C:55]([OH:58])=[C:54]([Cl:59])[CH:53]=2)[N:6]=1)([CH3:4])([CH3:3])[CH3:2].O1CCOCC1.Cl, predict the reaction product. (4) Given the reactants [CH:1]1([CH2:6][C@H:7]([CH2:34][N:35]([CH:44]=[O:45])[O:36]CC2C=CC=CC=2)[C:8]([N:10]2[C@H:14]([C:15]([NH:17][C:18]3[CH:23]=[CH:22][N:21]=[CH:20][N:19]=3)=[O:16])[CH2:13][CH2:12][N:11]2C(OCC2C=CC=CC=2)=O)=[O:9])[CH2:5][CH2:4][CH2:3][CH2:2]1, predict the reaction product. The product is: [CH:1]1([CH2:6][C@H:7]([CH2:34][N:35]([CH:44]=[O:45])[OH:36])[C:8]([N:10]2[C@H:14]([C:15]([NH:17][C:18]3[CH:23]=[CH:22][N:21]=[CH:20][N:19]=3)=[O:16])[CH2:13][CH2:12][NH:11]2)=[O:9])[CH2:2][CH2:3][CH2:4][CH2:5]1.